Regression/Classification. Given a drug SMILES string, predict its absorption, distribution, metabolism, or excretion properties. Task type varies by dataset: regression for continuous measurements (e.g., permeability, clearance, half-life) or binary classification for categorical outcomes (e.g., BBB penetration, CYP inhibition). For this dataset (half_life_obach), we predict log10(half-life) (log10 of half-life in hours). From a dataset of Drug half-life prediction data from Obach et al.. (1) The log10(half-life) is 0.870. The molecule is Cc1noc(NS(=O)(=O)c2ccc(N)cc2)c1C. (2) The molecule is CCCC(CCC)C(=O)O. The log10(half-life) is 1.08. (3) The compound is CO/N=C(\C(=O)N[C@@H]1C(=O)N2C(C(=O)O)=C(CSc3nc(C)c(CC(=O)O)s3)CS[C@H]12)c1csc(N)n1. The log10(half-life) is 0.620. (4) The drug is C#C[C@]1(O)CC[C@H]2[C@@H]3CCC4=CC(=O)CC[C@@H]4[C@H]3CC[C@@]21CC. The log10(half-life) is 0.970. (5) The drug is Nc1nc(/C(=N/O)C(=O)N[C@@H]2C(=O)N3C(C(=O)O)=C(/C=C4\CCN([C@@H]5CCNC5)C4=O)CS[C@H]23)ns1. The log10(half-life) is 0.520. (6) The compound is CC(=O)N[C@@H]1[C@@H](NC(=N)N)C=C(C(=O)O)O[C@H]1[C@H](O)[C@H](O)CO. The log10(half-life) is 0.230. (7) The drug is CN(C)C(=O)Oc1cccc([N+](C)(C)C)c1.[Br-]. The log10(half-life) is 0.110. (8) The molecule is CC(C)(C)NC(=O)[C@@H]1CN(Cc2cccnc2)CCN1C[C@@H](O)C[C@@H](Cc1ccccc1)C(=O)N[C@H]1c2ccccc2C[C@H]1O. The log10(half-life) is 0.